This data is from Reaction yield outcomes from USPTO patents with 853,638 reactions. The task is: Predict the reaction yield, written as a fraction of the theoretical maximum amount of product (1.0 means a 100% yield; for example, 0.34 means a 34% yield). (1) The reactants are [CH:1]1([Mg]Br)[CH2:3][CH2:2]1.Br[C:7]1[CH:8]=[C:9]2[C:15]3([CH2:20][CH2:19][N:18]([C:21]([O:23][C:24]([CH3:27])([CH3:26])[CH3:25])=[O:22])[CH2:17][CH2:16]3)[CH2:14][N:13]([C:28]3[C:29]4[C@H:36]([CH3:37])[CH2:35][CH2:34][C:30]=4[N:31]=[CH:32][N:33]=3)[C:10]2=[CH:11][CH:12]=1. The catalyst is C1COCC1.CCOC(C)=O.[Zn+2].[Br-].[Br-].C1C=CC([P]([Pd]([P](C2C=CC=CC=2)(C2C=CC=CC=2)C2C=CC=CC=2)([P](C2C=CC=CC=2)(C2C=CC=CC=2)C2C=CC=CC=2)[P](C2C=CC=CC=2)(C2C=CC=CC=2)C2C=CC=CC=2)(C2C=CC=CC=2)C2C=CC=CC=2)=CC=1. The product is [CH:1]1([C:7]2[CH:8]=[C:9]3[C:15]4([CH2:20][CH2:19][N:18]([C:21]([O:23][C:24]([CH3:25])([CH3:26])[CH3:27])=[O:22])[CH2:17][CH2:16]4)[CH2:14][N:13]([C:28]4[C:29]5[C@H:36]([CH3:37])[CH2:35][CH2:34][C:30]=5[N:31]=[CH:32][N:33]=4)[C:10]3=[CH:11][CH:12]=2)[CH2:3][CH2:2]1. The yield is 0.570. (2) The reactants are [NH2:1][C:2]1[CH:3]=[C:4]([C:8]#[C:9][C:10]2[N:11]([CH2:23][CH3:24])[C:12]3[C:17]([C:18]=2[C:19]#[N:20])=[CH:16][CH:15]=[C:14]([O:21][CH3:22])[CH:13]=3)[CH:5]=[CH:6][CH:7]=1.[CH2:25]([N:27]=[C:28]=[O:29])[CH3:26]. The catalyst is N1C=CC=CC=1.CCOC(C)=O. The product is [C:19]([C:18]1[C:17]2[C:12](=[CH:13][C:14]([O:21][CH3:22])=[CH:15][CH:16]=2)[N:11]([CH2:23][CH3:24])[C:10]=1[C:9]#[C:8][C:4]1[CH:3]=[C:2]([NH:1][C:28]([NH:27][CH2:25][CH3:26])=[O:29])[CH:7]=[CH:6][CH:5]=1)#[N:20]. The yield is 0.360. (3) The reactants are Br[C:2]1[CH:7]=[CH:6][C:5]([Br:8])=[CH:4][C:3]=1[N+:9]([O-:11])=[O:10].Cl.[NH2:13][CH2:14][C:15]1([OH:20])[CH2:19][CH2:18][CH2:17][CH2:16]1.CCN(C(C)C)C(C)C. The catalyst is CN1CCCC1=O. The product is [Br:8][C:5]1[CH:6]=[CH:7][C:2]([NH:13][CH2:14][C:15]2([OH:20])[CH2:19][CH2:18][CH2:17][CH2:16]2)=[C:3]([N+:9]([O-:11])=[O:10])[CH:4]=1. The yield is 0.430. (4) The reactants are [Br:1][C:2]1[CH:7]=[CH:6][C:5]([N:8]2[CH2:13][CH2:12][S:11](=[O:14])[CH2:10][CH2:9]2)=[CH:4][CH:3]=1.[F:15][C:16]([F:21])([F:20])[C:17]([NH2:19])=[O:18].C(O)(=O)C.C(O)(=O)C.IC1C=CC=CC=1.[O-2].[Mg+2]. The catalyst is C(Cl)Cl.CC([O-])=O.CC([O-])=O.CC([O-])=O.CC([O-])=O.[Rh+2].[Rh+2]. The product is [Br:1][C:2]1[CH:3]=[CH:4][C:5]([N:8]2[CH2:9][CH2:10][S:11](=[N:19][C:17](=[O:18])[C:16]([F:21])([F:20])[F:15])(=[O:14])[CH2:12][CH2:13]2)=[CH:6][CH:7]=1. The yield is 0.388.